This data is from Forward reaction prediction with 1.9M reactions from USPTO patents (1976-2016). The task is: Predict the product of the given reaction. (1) Given the reactants [C:1]1([C:7]2[NH:8][C:9]3[C:14]([CH:15]=2)=[CH:13][CH:12]=[C:11]([NH2:16])[CH:10]=3)[CH:6]=[CH:5][CH:4]=[CH:3][CH:2]=1.[C:17](Cl)(=[O:21])[CH:18]([CH3:20])[CH3:19].O, predict the reaction product. The product is: [C:1]1([C:7]2[NH:8][C:9]3[C:14]([CH:15]=2)=[CH:13][CH:12]=[C:11]([NH:16][C:17](=[O:21])[CH:18]([CH3:20])[CH3:19])[CH:10]=3)[CH:2]=[CH:3][CH:4]=[CH:5][CH:6]=1. (2) Given the reactants C(NC(C)C)(C)C.C([Li])CCC.[Cl:13][C:14]1[CH:15]=[N:16][CH:17]=[C:18]([C:20]([F:23])([F:22])[F:21])[CH:19]=1.[C:24](=O)([O-])[OH:25].[Na+], predict the reaction product. The product is: [Cl:13][C:14]1[CH:15]=[N:16][CH:17]=[C:18]([C:20]([F:21])([F:23])[F:22])[C:19]=1[CH:24]=[O:25]. (3) Given the reactants [N+:1]([C:4]1[CH:12]=[C:7]2[CH2:8][NH:9][CH2:10][CH2:11][N:6]2[N:5]=1)([O-:3])=[O:2].[CH:13](=O)[CH3:14].[BH3-]C#N.[Na+], predict the reaction product. The product is: [CH2:13]([N:9]1[CH2:10][CH2:11][N:6]2[N:5]=[C:4]([N+:1]([O-:3])=[O:2])[CH:12]=[C:7]2[CH2:8]1)[CH3:14]. (4) Given the reactants [F:1][C:2]1[CH:17]=[CH:16][C:5]([CH2:6][O:7][CH2:8][C:9]2[N:14]=[C:13]([NH2:15])[CH:12]=[CH:11][CH:10]=2)=[CH:4][CH:3]=1.[Cl:18][C:19]1[CH:24]=[C:23]([Cl:25])[CH:22]=[C:21]([CH3:26])[C:20]=1[S:27](Cl)(=[O:29])=[O:28], predict the reaction product. The product is: [Cl:18][C:19]1[CH:24]=[C:23]([Cl:25])[CH:22]=[C:21]([CH3:26])[C:20]=1[S:27]([NH:15][C:13]1[CH:12]=[CH:11][CH:10]=[C:9]([CH2:8][O:7][CH2:6][C:5]2[CH:4]=[CH:3][C:2]([F:1])=[CH:17][CH:16]=2)[N:14]=1)(=[O:29])=[O:28]. (5) Given the reactants P(Cl)(Cl)(Cl)=O.[CH3:6][C:7]([C:16]1[CH:21]=[CH:20][C:19]([N+:22]([O-:24])=[O:23])=[CH:18][CH:17]=1)([CH3:15])[C:8]([NH:10][NH:11][C:12](=[O:14])[CH3:13])=O, predict the reaction product. The product is: [CH3:13][C:12]1[O:14][C:8]([C:7]([CH3:15])([C:16]2[CH:21]=[CH:20][C:19]([N+:22]([O-:24])=[O:23])=[CH:18][CH:17]=2)[CH3:6])=[N:10][N:11]=1. (6) The product is: [CH2:25]([C@@H:21]1[CH2:20][NH:19][CH2:24][CH2:23][N:22]1[C:9](=[O:11])[CH2:8][CH2:7][C:1]1[CH:2]=[CH:3][CH:4]=[CH:5][CH:6]=1)[C:26]1[CH:31]=[CH:30][CH:29]=[CH:28][CH:27]=1. Given the reactants [C:1]1([CH2:7][CH2:8][C:9]([OH:11])=O)[CH:6]=[CH:5][CH:4]=[CH:3][CH:2]=1.C([N:19]1[CH2:24][CH2:23][NH:22][C@H:21]([CH2:25][C:26]2[CH:31]=[CH:30][CH:29]=[CH:28][CH:27]=2)[CH2:20]1)C1C=CC=CC=1.CCN=C=NCCCN(C)C.C1C=CC2N(O)N=NC=2C=1, predict the reaction product. (7) Given the reactants [CH3:1][C@H:2]([O:6][C:7]1[N:15]=[C:14]2[C:10]([N:11]=[C:12]([O:24][CH3:25])[N:13]2[CH2:16][CH2:17][CH:18]2[CH2:23][CH2:22][CH2:21][NH:20][CH2:19]2)=[C:9]([NH2:26])[N:8]=1)[CH2:3][CH2:4][CH3:5].I[CH2:28][CH3:29].C(N(CC)CC)C, predict the reaction product. The product is: [CH2:28]([N:20]1[CH2:21][CH2:22][CH2:23][CH:18]([CH2:17][CH2:16][N:13]2[C:12]([O:24][CH3:25])=[N:11][C:10]3[C:14]2=[N:15][C:7]([O:6][C@@H:2]([CH3:1])[CH2:3][CH2:4][CH3:5])=[N:8][C:9]=3[NH2:26])[CH2:19]1)[CH3:29]. (8) Given the reactants [S:1]1[C:5]([CH:6]=[O:7])=[CH:4][N:3]=[CH:2]1.C(=O)([O-])[O-].[K+].[K+].[F:14][C:15]([Si](C)(C)C)([F:17])[F:16], predict the reaction product. The product is: [F:14][C:15]([F:17])([F:16])[CH:6]([C:5]1[S:1][CH:2]=[N:3][CH:4]=1)[OH:7].